Dataset: Peptide-MHC class I binding affinity with 185,985 pairs from IEDB/IMGT. Task: Regression. Given a peptide amino acid sequence and an MHC pseudo amino acid sequence, predict their binding affinity value. This is MHC class I binding data. (1) The MHC is HLA-A26:01 with pseudo-sequence HLA-A26:01. The binding affinity (normalized) is 0.0847. The peptide sequence is NQQVTNSKY. (2) The peptide sequence is SYMSTFPLF. The MHC is HLA-B45:06 with pseudo-sequence HLA-B45:06. The binding affinity (normalized) is 0.213. (3) The peptide sequence is RDYRTISPR. The MHC is HLA-B07:02 with pseudo-sequence HLA-B07:02. The binding affinity (normalized) is 0.0847. (4) The peptide sequence is AAILKQHKL. The MHC is HLA-B07:02 with pseudo-sequence HLA-B07:02. The binding affinity (normalized) is 0.0847. (5) The peptide sequence is KYIFWLLLCI. The MHC is H-2-Kd with pseudo-sequence H-2-Kd. The binding affinity (normalized) is 0.149. (6) The peptide sequence is CEKRLLLKL. The MHC is HLA-A02:03 with pseudo-sequence HLA-A02:03. The binding affinity (normalized) is 0.376. (7) The MHC is HLA-A23:01 with pseudo-sequence HLA-A23:01. The peptide sequence is NAMGADYYA. The binding affinity (normalized) is 0.0847. (8) The peptide sequence is STCYVFGLY. The MHC is HLA-A02:06 with pseudo-sequence HLA-A02:06. The binding affinity (normalized) is 0.194.